From a dataset of NCI-60 drug combinations with 297,098 pairs across 59 cell lines. Regression. Given two drug SMILES strings and cell line genomic features, predict the synergy score measuring deviation from expected non-interaction effect. Drug 1: C1=C(C(=O)NC(=O)N1)F. Drug 2: CC1=C(C(=O)C2=C(C1=O)N3CC4C(C3(C2COC(=O)N)OC)N4)N. Cell line: KM12. Synergy scores: CSS=21.9, Synergy_ZIP=-16.4, Synergy_Bliss=-29.4, Synergy_Loewe=-23.9, Synergy_HSA=-23.2.